This data is from Catalyst prediction with 721,799 reactions and 888 catalyst types from USPTO. The task is: Predict which catalyst facilitates the given reaction. (1) Reactant: [Cl:1][C:2]1[CH:7]=[CH:6][C:5]([F:8])=[CH:4][C:3]=1[N:9]1[CH2:22][C:11]2([CH2:14][N:13](C(OC(C)(C)C)=O)[CH2:12]2)[CH2:10]1.[C:23]([OH:29])([C:25]([F:28])([F:27])[F:26])=[O:24]. Product: [F:26][C:25]([F:28])([F:27])[C:23]([OH:29])=[O:24].[Cl:1][C:2]1[CH:7]=[CH:6][C:5]([F:8])=[CH:4][C:3]=1[N:9]1[CH2:10][C:11]2([CH2:14][NH:13][CH2:12]2)[CH2:22]1. The catalyst class is: 2. (2) Reactant: [NH2:1][C@H:2]([C:4]1[N:9]=[CH:8][C:7]([OH:10])=[CH:6][CH:5]=1)[CH3:3].[C:11](Cl)(=[O:13])[CH3:12]. Product: [OH:10][C:7]1[CH:6]=[CH:5][C:4]([C@@H:2]([NH:1][C:11](=[O:13])[CH3:12])[CH3:3])=[N:9][CH:8]=1. The catalyst class is: 1. (3) Reactant: [F:1][C:2]([F:19])([F:18])[O:3][C:4]1[CH:9]=[CH:8][C:7]([C:10]([C:12]2[CH:17]=[CH:16][N:15]=[CH:14][CH:13]=2)=[O:11])=[CH:6][CH:5]=1.[ClH:20]. Product: [ClH:20].[F:18][C:2]([F:1])([F:19])[O:3][C:4]1[CH:5]=[CH:6][C:7]([C:10]([C:12]2[CH:17]=[CH:16][N:15]=[CH:14][CH:13]=2)=[O:11])=[CH:8][CH:9]=1. The catalyst class is: 8. (4) Reactant: [N:1]([N:3]1[CH2:8][CH2:7][CH:6]([C:9]2[NH:10][C:11](=[O:20])[C:12]3[C:17]([CH:18]=2)=[C:16]([CH3:19])[CH:15]=[CH:14][CH:13]=3)[CH2:5][CH2:4]1)=O. Product: [NH2:1][N:3]1[CH2:4][CH2:5][CH:6]([C:9]2[NH:10][C:11](=[O:20])[C:12]3[C:17]([CH:18]=2)=[C:16]([CH3:19])[CH:15]=[CH:14][CH:13]=3)[CH2:7][CH2:8]1. The catalyst class is: 183. (5) Reactant: [N+:1]([C:4]1[CH:5]=[C:6]([CH:10]([OH:13])[CH2:11][OH:12])[CH:7]=[CH:8][CH:9]=1)([O-])=O. Product: [NH2:1][C:4]1[CH:5]=[C:6]([CH:10]([OH:13])[CH2:11][OH:12])[CH:7]=[CH:8][CH:9]=1. The catalyst class is: 19. (6) The catalyst class is: 460. Reactant: [NH2:1][C:2]1[C:3]([CH2:10][C:11]([O:13][CH2:14][CH3:15])=[O:12])=[N:4][C:5](Br)=[C:6]([Cl:8])[CH:7]=1.[Br:16][C:17]1[CH:22]=[CH:21][C:20](B(O)O)=[CH:19][CH:18]=1.C(=O)([O-])[O-].[Na+].[Na+]. Product: [NH2:1][C:2]1[C:3]([CH2:10][C:11]([O:13][CH2:14][CH3:15])=[O:12])=[N:4][C:5]([C:20]2[CH:21]=[CH:22][C:17]([Br:16])=[CH:18][CH:19]=2)=[C:6]([Cl:8])[CH:7]=1. (7) Reactant: C([O-])(=O)C.[K+].[B:15]1([B:15]2[O:19][C:18]([CH3:21])([CH3:20])[C:17]([CH3:23])([CH3:22])[O:16]2)[O:19][C:18]([CH3:21])([CH3:20])[C:17]([CH3:23])([CH3:22])[O:16]1.Br[C:25]1[C:30]([CH3:31])=[CH:29][C:28]([S:32]([C:35]([F:38])([F:37])[F:36])(=[O:34])=[O:33])=[CH:27][CH:26]=1. Product: [CH3:31][C:30]1[CH:29]=[C:28]([S:32]([C:35]([F:38])([F:36])[F:37])(=[O:34])=[O:33])[CH:27]=[CH:26][C:25]=1[B:15]1[O:16][C:17]([CH3:22])([CH3:23])[C:18]([CH3:20])([CH3:21])[O:19]1. The catalyst class is: 151. (8) Reactant: CO[C:3]([C:5]1[N:6]=[CH:7][C:8]2[C:9](=[O:27])[N:10]([CH2:16][C:17]3[CH:22]=[CH:21][C:20]([O:23][CH3:24])=[CH:19][C:18]=3[O:25][CH3:26])[CH2:11][CH2:12][C:13]=2[C:14]=1[OH:15])=[O:4].[NH2:28][CH2:29][C:30]([OH:32])=[O:31].C[O-].[Na+]. Product: [CH3:26][O:25][C:18]1[CH:19]=[C:20]([O:23][CH3:24])[CH:21]=[CH:22][C:17]=1[CH2:16][N:10]1[C:9](=[O:27])[C:8]2[CH:7]=[N:6][C:5]([C:3]([NH:28][CH2:29][C:30]([OH:32])=[O:31])=[O:4])=[C:14]([OH:15])[C:13]=2[CH2:12][CH2:11]1. The catalyst class is: 250.